This data is from Peptide-MHC class II binding affinity with 134,281 pairs from IEDB. The task is: Regression. Given a peptide amino acid sequence and an MHC pseudo amino acid sequence, predict their binding affinity value. This is MHC class II binding data. The binding affinity (normalized) is 0. The peptide sequence is KNPVVDGNPTVDIEE. The MHC is HLA-DQA10501-DQB10402 with pseudo-sequence HLA-DQA10501-DQB10402.